From a dataset of Full USPTO retrosynthesis dataset with 1.9M reactions from patents (1976-2016). Predict the reactants needed to synthesize the given product. (1) Given the product [OH:1][C:3]1([CH2:2][NH:21][C:17]2([CH3:16])[CH2:20][CH2:19][CH2:18]2)[CH2:8][CH2:7][N:6]([C:9]([O:11][C:12]([CH3:15])([CH3:14])[CH3:13])=[O:10])[CH2:5][CH2:4]1, predict the reactants needed to synthesize it. The reactants are: [O:1]1[C:3]2([CH2:8][CH2:7][N:6]([C:9]([O:11][C:12]([CH3:15])([CH3:14])[CH3:13])=[O:10])[CH2:5][CH2:4]2)[CH2:2]1.[CH3:16][C:17]1([NH2:21])[CH2:20][CH2:19][CH2:18]1.[Al]. (2) Given the product [CH:29]([O:32][C:33]1[N:34]([C:2]2[N:10]=[C:9]3[C:5]([N:6]=[C:7]([CH2:12][N:13]4[CH2:18][CH2:17][CH:16]([C:19]([OH:22])([CH3:21])[CH3:20])[CH2:15][CH2:14]4)[N:8]3[CH3:11])=[C:4]([N:23]3[CH2:28][CH2:27][O:26][CH2:25][CH2:24]3)[N:3]=2)[C:35]2[CH:41]=[CH:40][CH:39]=[CH:38][C:36]=2[N:37]=1)([CH3:31])[CH3:30], predict the reactants needed to synthesize it. The reactants are: Cl[C:2]1[N:10]=[C:9]2[C:5]([N:6]=[C:7]([CH2:12][N:13]3[CH2:18][CH2:17][CH:16]([C:19]([OH:22])([CH3:21])[CH3:20])[CH2:15][CH2:14]3)[N:8]2[CH3:11])=[C:4]([N:23]2[CH2:28][CH2:27][O:26][CH2:25][CH2:24]2)[N:3]=1.[CH:29]([O:32][C:33]1[NH:37][C:36]2[CH:38]=[CH:39][CH:40]=[CH:41][C:35]=2[N:34]=1)([CH3:31])[CH3:30]. (3) Given the product [NH2:1][C:4]1[CH:9]=[CH:8][C:7]([C:10]2[N:11]=[C:12]([C@@H:15]3[CH2:19][CH2:18][CH2:17][N:16]3[C:20](=[O:28])[CH2:21][C:22]3[CH:27]=[CH:26][CH:25]=[CH:24][CH:23]=3)[NH:13][CH:14]=2)=[CH:6][CH:5]=1, predict the reactants needed to synthesize it. The reactants are: [N+:1]([C:4]1[CH:9]=[CH:8][C:7]([C:10]2[N:11]=[C:12]([C@@H:15]3[CH2:19][CH2:18][CH2:17][N:16]3[C:20](=[O:28])[CH2:21][C:22]3[CH:27]=[CH:26][CH:25]=[CH:24][CH:23]=3)[NH:13][CH:14]=2)=[CH:6][CH:5]=1)([O-])=O.CO.O1CCCC1.[Cl-].[NH4+]. (4) Given the product [CH:2]1([C:7]2([OH:6])[C:16]3[CH:17]=[C:18]([CH2:21][C:22]([O:24][CH3:25])=[O:23])[CH:19]=[CH:20][C:15]=3[O:14][CH2:13][C:12]3[CH:11]=[CH:10][S:9][C:8]2=3)[CH2:4][CH2:3]1, predict the reactants needed to synthesize it. The reactants are: Br[CH:2]1[CH2:4][CH2:3]1.[Mg].[O:6]=[C:7]1[C:16]2[CH:17]=[C:18]([CH2:21][C:22]([O:24][CH3:25])=[O:23])[CH:19]=[CH:20][C:15]=2[O:14][CH2:13][C:12]2[CH:11]=[CH:10][S:9][C:8]1=2.[Cl-].[NH4+]. (5) Given the product [NH2:6][C:14]1[N:19]=[C:18]2[N:20]([C@@H:24]([C:26]3[CH:27]=[N:28][CH:29]=[CH:30][CH:31]=3)[CH3:25])[C:21](=[O:23])[NH:22][C:17]2=[CH:16][CH:15]=1, predict the reactants needed to synthesize it. The reactants are: COC1C=C(OC)C=CC=1C[N:6]([C:14]1[N:19]=[C:18]2[N:20]([C@@H:24]([C:26]3[CH:27]=[N:28][CH:29]=[CH:30][CH:31]=3)[CH3:25])[C:21](=[O:23])[NH:22][C:17]2=[CH:16][CH:15]=1)C(=O)OC(C)(C)C.C(O)(C(F)(F)F)=O.C([SiH](CC)CC)C.